Dataset: Reaction yield outcomes from USPTO patents with 853,638 reactions. Task: Predict the reaction yield, written as a fraction of the theoretical maximum amount of product (1.0 means a 100% yield; for example, 0.34 means a 34% yield). The reactants are [Br:1][C:2]1[C:3](F)=[C:4]2[C:10]([NH:11][C:12](=[O:21])[C:13]3[CH:18]=[C:17]([CH3:19])[CH:16]=[CH:15][C:14]=3[F:20])=[CH:9][NH:8][C:5]2=[N:6][CH:7]=1.[NH:23]1[CH2:28][CH2:27][CH2:26][C@@H:25]([NH:29][C:30](=[O:36])[O:31][C:32]([CH3:35])([CH3:34])[CH3:33])[CH2:24]1. The yield is 0.390. The product is [Br:1][C:2]1[C:3]([N:23]2[CH2:28][CH2:27][CH2:26][C@@H:25]([NH:29][C:30](=[O:36])[O:31][C:32]([CH3:34])([CH3:33])[CH3:35])[CH2:24]2)=[C:4]2[C:10]([NH:11][C:12](=[O:21])[C:13]3[CH:18]=[C:17]([CH3:19])[CH:16]=[CH:15][C:14]=3[F:20])=[CH:9][NH:8][C:5]2=[N:6][CH:7]=1. The catalyst is CCCCO.